From a dataset of Full USPTO retrosynthesis dataset with 1.9M reactions from patents (1976-2016). Predict the reactants needed to synthesize the given product. (1) Given the product [C:1]([O:4][C@H:5]1[C@@H:14]2[O:15][C:16]([CH3:18])([CH3:19])[O:17][C@@:13]32[C@H:8]([C@H:9]([C:21](=[O:23])[CH2:22][Br:44])[CH2:10][CH2:11][C@H:12]3[CH3:20])[CH:7]=[C:6]1[CH3:24])(=[O:3])[CH3:2], predict the reactants needed to synthesize it. The reactants are: [C:1]([O:4][C@H:5]1[C@@H:14]2[O:15][C:16]([CH3:19])([CH3:18])[O:17][C@:13]32[C@H:8]([C@H:9]([C:21](=[O:23])[CH3:22])[CH2:10][CH2:11][C@@H:12]3[CH3:20])[CH:7]=[C:6]1[CH3:24])(=[O:3])[CH3:2].C(N(CC)CC)C.C[Si](OS(C(F)(F)F)(=O)=O)(C)C.[Br:44]N1C(=O)CCC1=O. (2) Given the product [CH2:1]([O:3][C:4]([N:6]1[C:15]2[C:10](=[CH:11][C:12]([C:16]([F:17])([F:18])[F:19])=[CH:13][CH:14]=2)[C@@H:9]([C@@H:20]([C:24]2[CH:25]=[C:26]([C:34]([F:35])([F:37])[F:36])[CH:27]=[C:28]([C:30]([F:31])([F:32])[F:33])[CH:29]=2)[C:21]([O:23][CH2:40][CH3:41])=[O:22])[CH2:8][C@H:7]1[CH2:38][CH3:39])=[O:5])[CH3:2], predict the reactants needed to synthesize it. The reactants are: [CH2:1]([O:3][C:4]([N:6]1[C:15]2[C:10](=[CH:11][C:12]([C:16]([F:19])([F:18])[F:17])=[CH:13][CH:14]=2)[C@@H:9]([C@H:20]([C:24]2[CH:29]=[C:28]([C:30]([F:33])([F:32])[F:31])[CH:27]=[C:26]([C:34]([F:37])([F:36])[F:35])[CH:25]=2)[C:21]([OH:23])=[O:22])[CH2:8][C@H:7]1[CH2:38][CH3:39])=[O:5])[CH3:2].[CH2:40](O)[CH3:41]. (3) Given the product [NH2:80][C@H:79]([C:59]([OH:64])=[O:58])[CH2:78][C:75]1[CH:76]=[CH:77][C:72]([OH:71])=[CH:73][CH:74]=1, predict the reactants needed to synthesize it. The reactants are: C1N=C(N)C2N=CN([C@@H]3O[C@H](COP(OP(OC[C@H]4O[C@@H](N5C=C(C(N)=O)CC=C5)[C@H](O)[C@@H]4O)(O)=O)(O)=O)[C@@H](O)[C@H]3OP(O)(O)=O)C=2N=1.C1C([C@H]([O:58][C@@H:59]2[O:64][C@H](CO)[C@@H](O)[C@H](O)[C@H]2O)C#N)=CC=C(O)C=1.[OH:71][C:72]1[CH:77]=[CH:76][C:75]([CH2:78][CH:79]=[N:80]O)=[CH:74][CH:73]=1. (4) The reactants are: [F:1][C:2]1[C:10]([O:11][C:12]2[CH:17]=[CH:16][CH:15]=[CH:14][CH:13]=2)=[CH:9][CH:8]=[CH:7][C:3]=1[C:4]([NH2:6])=O.[ClH:18]. Given the product [ClH:18].[F:1][C:2]1[C:10]([O:11][C:12]2[CH:17]=[CH:16][CH:15]=[CH:14][CH:13]=2)=[CH:9][CH:8]=[CH:7][C:3]=1[CH2:4][NH2:6], predict the reactants needed to synthesize it. (5) Given the product [CH3:12][C:3]1[CH:4]=[C:5]([N+:9]([O-:11])=[O:10])[C:6]([CH3:8])=[CH:7][C:2]=1[N:14]1[CH2:15][CH2:16][C:17]2[C:22](=[CH:21][CH:20]=[CH:19][CH:18]=2)[CH2:13]1, predict the reactants needed to synthesize it. The reactants are: Cl[C:2]1[CH:7]=[C:6]([CH3:8])[C:5]([N+:9]([O-:11])=[O:10])=[CH:4][C:3]=1[CH3:12].[CH2:13]1[C:22]2[C:17](=[CH:18][CH:19]=[CH:20][CH:21]=2)[CH2:16][CH2:15][NH:14]1. (6) Given the product [F:22][CH2:23][CH2:24][O:25][C:8]1[N:7]([C:14]2[CH:19]=[CH:18][N:17]=[C:16]([NH2:20])[N:15]=2)[C:6]2[CH:21]=[C:2]([I:1])[CH:3]=[CH:4][C:5]=2[N:9]=1, predict the reactants needed to synthesize it. The reactants are: [I:1][C:2]1[CH:3]=[CH:4][C:5]2[N:9]=[C:8](C(Cl)(Cl)Cl)[N:7]([C:14]3[CH:19]=[CH:18][N:17]=[C:16]([NH2:20])[N:15]=3)[C:6]=2[CH:21]=1.[F:22][CH2:23][CH2:24][OH:25].C(=O)([O-])[O-].[Cs+].[Cs+].